From a dataset of Forward reaction prediction with 1.9M reactions from USPTO patents (1976-2016). Predict the product of the given reaction. (1) Given the reactants C(=O)([O-])[O-].[Cs+].[Cs+].Br[CH2:8][CH2:9][CH2:10][C:11]([F:14])([F:13])[F:12].[C:15]([O:19][C:20]([NH:22][C@@H:23]([CH2:28][C:29]1[N:30]=[CH:31][NH:32][CH:33]=1)[C:24]([O:26][CH3:27])=[O:25])=[O:21])([CH3:18])([CH3:17])[CH3:16], predict the reaction product. The product is: [C:15]([O:19][C:20]([NH:22][C@@H:23]([CH2:28][C:29]1[N:30]=[CH:31][N:32]([CH2:8][CH2:9][CH2:10][C:11]([F:14])([F:13])[F:12])[CH:33]=1)[C:24]([O:26][CH3:27])=[O:25])=[O:21])([CH3:18])([CH3:16])[CH3:17]. (2) Given the reactants C(N(CC)CC)C.[C:8](OC(=O)C)(=[O:10])[CH3:9].[CH3:15][N:16]1[CH:20]=[CH:19][N:18]=[C:17]1[CH2:21][CH2:22][C:23]([N:25]1[CH2:30][CH2:29][CH:28]([NH:31][CH3:32])[CH2:27][CH2:26]1)=[O:24].C(=O)([O-])O.[Na+], predict the reaction product. The product is: [CH3:32][N:31]([CH:28]1[CH2:27][CH2:26][N:25]([C:23](=[O:24])[CH2:22][CH2:21][C:17]2[N:16]([CH3:15])[CH:20]=[CH:19][N:18]=2)[CH2:30][CH2:29]1)[C:8](=[O:10])[CH3:9]. (3) Given the reactants Br[CH2:2][C:3]1[N:4]=[C:5]([CH3:13])[O:6][C:7]=1[C:8]([O:10][CH2:11][CH3:12])=[O:9].C(N)(=[S:16])C, predict the reaction product. The product is: [SH:16][CH2:2][C:3]1[N:4]=[C:5]([CH3:13])[O:6][C:7]=1[C:8]([O:10][CH2:11][CH3:12])=[O:9]. (4) Given the reactants Br[CH2:2][C:3]([O:5][C:6]([CH3:9])([CH3:8])[CH3:7])=[O:4].Cl.[CH2:11]([O:18][CH2:19][C:20]1[C:21]([O:30][CH3:31])=[N:22][CH:23]=[CH:24][C:25]=1[C:26](=[O:29])[CH2:27][CH3:28])[C:12]1[CH:17]=[CH:16][CH:15]=[CH:14][CH:13]=1.[Cl-].[NH4+], predict the reaction product. The product is: [CH2:11]([O:18][CH2:19][C:20]1[C:21]([O:30][CH3:31])=[N:22][CH:23]=[CH:24][C:25]=1[C:26]([OH:29])([CH2:27][CH3:28])[CH2:2][C:3]([O:5][C:6]([CH3:9])([CH3:8])[CH3:7])=[O:4])[C:12]1[CH:13]=[CH:14][CH:15]=[CH:16][CH:17]=1. (5) Given the reactants [Cl:1][C:2]1[CH:3]=[C:4]([NH:8][C:9]2[N:14]=[C:13]([C:15]3[CH:16]=[N:17][C:18](Cl)=[CH:19][CH:20]=3)[CH:12]=[CH:11][N:10]=2)[CH:5]=[CH:6][CH:7]=1.[CH3:22][O:23][CH2:24][CH2:25][NH2:26].N12CCCN=C1CCCCC2.Cl.CN(C)[CH:41]=[O:42], predict the reaction product. The product is: [Cl:1][C:2]1[CH:3]=[C:4]([NH:8][C:9]2[N:14]=[C:13]([C:15]3[CH:20]=[CH:19][C:18]([C:41]([NH:26][CH2:25][CH2:24][O:23][CH3:22])=[O:42])=[N:17][CH:16]=3)[CH:12]=[CH:11][N:10]=2)[CH:5]=[CH:6][CH:7]=1. (6) Given the reactants Cl[C:2]1[N:7]=[C:6]([CH3:8])[N:5]=[C:4]([NH:9][C@@H:10]2[CH2:15][CH2:14][C@H:13]([C:16]([NH:18][CH2:19][C:20]3[CH:25]=[CH:24][CH:23]=[CH:22][C:21]=3[C:26]([F:29])([F:28])[F:27])=[O:17])[CH2:12][CH2:11]2)[N:3]=1.[NH2:30][CH2:31][CH2:32][OH:33].C(=O)([O-])[O-].[K+].[K+], predict the reaction product. The product is: [OH:33][CH2:32][CH2:31][NH:30][C:2]1[N:7]=[C:6]([CH3:8])[N:5]=[C:4]([NH:9][C@@H:10]2[CH2:15][CH2:14][C@H:13]([C:16]([NH:18][CH2:19][C:20]3[CH:25]=[CH:24][CH:23]=[CH:22][C:21]=3[C:26]([F:29])([F:28])[F:27])=[O:17])[CH2:12][CH2:11]2)[N:3]=1. (7) Given the reactants Cl.[O:2]1CCO[CH:3]1[C:7]1[CH:16]=[CH:15][CH:14]=[C:13]2[C:8]=1[CH2:9][CH2:10][C:11](=[O:23])[N:12]2[C:17]1[CH:22]=[CH:21][CH:20]=[CH:19][CH:18]=1, predict the reaction product. The product is: [C:17]1([N:12]2[C:13]3[CH:14]=[CH:15][CH:16]=[C:7]([CH:3]=[O:2])[C:8]=3[CH2:9][CH2:10][C:11]2=[O:23])[CH:18]=[CH:19][CH:20]=[CH:21][CH:22]=1.